Task: Predict which catalyst facilitates the given reaction.. Dataset: Catalyst prediction with 721,799 reactions and 888 catalyst types from USPTO (1) Reactant: [CH:1]1([N:4]2[C:9]3[CH:10]=[CH:11][C:12]([N+:14]([O-])=O)=[CH:13][C:8]=3[S:7](=[O:18])(=[O:17])[N:6]=[CH:5]2)[CH2:3][CH2:2]1. Product: [NH2:14][C:12]1[CH:11]=[CH:10][C:9]2[N:4]([CH:1]3[CH2:2][CH2:3]3)[CH:5]=[N:6][S:7](=[O:18])(=[O:17])[C:8]=2[CH:13]=1. The catalyst class is: 29. (2) Reactant: C(=O)/C=C/CC.[C:7]1([C:13]([C:24]2C=CC=CC=2)(O[Si](C)(C)C)[C@@H:14]2CCC[NH:15]2)C=CC=C[CH:8]=1.[CH:30](OC)([O:33][CH3:34])[O:31][CH3:32].[OH2:37].C1(C)C=CC(S(O)(=O)=O)=CC=1.C[OH:50]. Product: [CH3:32][O:31][CH:30]([O:33][CH3:34])[CH2:24][C@H:13]([CH2:14][N+:15]([O-:50])=[O:37])[CH2:7][CH3:8]. The catalyst class is: 463. (3) Reactant: [Br:1][C:2]1[CH:3]=[C:4]([C:11]([C:13]2[CH:22]=[CH:21][C:16]3[O:17][CH2:18][CH2:19][O:20][C:15]=3[CH:14]=2)=O)[C:5]2[O:9][CH2:8][CH2:7][C:6]=2[CH:10]=1.C([SiH](CC)CC)C.B(F)(F)F.CCOCC. Product: [Br:1][C:2]1[CH:3]=[C:4]([CH2:11][C:13]2[CH:22]=[CH:21][C:16]3[O:17][CH2:18][CH2:19][O:20][C:15]=3[CH:14]=2)[C:5]2[O:9][CH2:8][CH2:7][C:6]=2[CH:10]=1. The catalyst class is: 10. (4) Reactant: [Cl-].[CH3:2][O:3][CH2:4][P+](C1C=CC=CC=1)(C1C=CC=CC=1)C1C=CC=CC=1.CC(C)([O-])C.[K+].[CH:30]([C:32]1[CH:41]=[CH:40][C:35]([C:36]([O:38][CH3:39])=[O:37])=[CH:34][CH:33]=1)=O. Product: [CH3:2][O:3][CH:4]=[CH:30][C:32]1[CH:41]=[CH:40][C:35]([C:36]([O:38][CH3:39])=[O:37])=[CH:34][CH:33]=1. The catalyst class is: 7.